Predict the reactants needed to synthesize the given product. From a dataset of Full USPTO retrosynthesis dataset with 1.9M reactions from patents (1976-2016). (1) Given the product [CH3:19][O:18][C:6]1[CH:7]=[C:8]2[C:13](=[CH:14][C:5]=1[OH:4])[C:12]1=[CH:15][N:16]=[CH:17][N:11]1[CH2:10][CH2:9]2, predict the reactants needed to synthesize it. The reactants are: C([O:4][C:5]1[CH:14]=[C:13]2[C:8]([CH2:9][CH2:10][N:11]3[CH:17]=[N:16][CH:15]=[C:12]32)=[CH:7][C:6]=1[O:18][CH3:19])(C)C.CS(O)(=O)=O. (2) Given the product [C:8]([O:12][C:13](=[O:25])[CH2:14][O:15][C:16]1[CH:21]=[CH:20][C:19]([CH2:22][NH:7][CH:1]2[CH2:6][CH2:5][CH2:4][CH2:3][CH2:2]2)=[CH:18][C:17]=1[CH3:24])([CH3:11])([CH3:10])[CH3:9], predict the reactants needed to synthesize it. The reactants are: [CH:1]1([NH2:7])[CH2:6][CH2:5][CH2:4][CH2:3][CH2:2]1.[C:8]([O:12][C:13](=[O:25])[CH2:14][O:15][C:16]1[CH:21]=[CH:20][C:19]([CH:22]=O)=[CH:18][C:17]=1[CH3:24])([CH3:11])([CH3:10])[CH3:9].C(O[BH-](OC(=O)C)OC(=O)C)(=O)C.[Na+].C(=O)(O)[O-].[Na+].